From a dataset of Forward reaction prediction with 1.9M reactions from USPTO patents (1976-2016). Predict the product of the given reaction. (1) The product is: [C:36]([O:35][C:33](=[O:34])/[CH:32]=[CH:1]/[C:3]1[CH:12]=[CH:11][C:6]([C:7]([O:9][CH3:10])=[O:8])=[CH:5][N:4]=1)([CH3:39])([CH3:38])[CH3:37]. Given the reactants [CH:1]([C:3]1[CH:12]=[CH:11][C:6]([C:7]([O:9][CH3:10])=[O:8])=[CH:5][N:4]=1)=O.C1(P(=[CH:32][C:33]([O:35][C:36]([CH3:39])([CH3:38])[CH3:37])=[O:34])(C2C=CC=CC=2)C2C=CC=CC=2)C=CC=CC=1, predict the reaction product. (2) Given the reactants Br.[NH2:2][C:3]1[C:12]2[C:7](=[CH:8][CH:9]=[CH:10][CH:11]=2)[C:6]([Br:13])=[CH:5][C:4]=1[C:14]([O:16][CH3:17])=[O:15].CO[CH:20](OC)[N:21]([CH3:23])[CH3:22], predict the reaction product. The product is: [Br:13][C:6]1[C:7]2[C:12](=[CH:11][CH:10]=[CH:9][CH:8]=2)[C:3](/[N:2]=[CH:20]/[N:21]([CH3:23])[CH3:22])=[C:4]([C:14]([O:16][CH3:17])=[O:15])[CH:5]=1. (3) Given the reactants [C:1]([O:5][C:6]([N:8]1[CH2:13][CH2:12][N:11]([CH2:14][CH2:15][C:16]2[CH:25]=[CH:24][C:19]3[C:20](=[O:23])[O:21][CH2:22][C:18]=3[C:17]=2[CH:26]=[CH2:27])[CH2:10][CH2:9]1)=[O:7])([CH3:4])([CH3:3])[CH3:2], predict the reaction product. The product is: [C:1]([O:5][C:6]([N:8]1[CH2:9][CH2:10][N:11]([CH2:14][CH2:15][C:16]2[CH:25]=[CH:24][C:19]3[C:20](=[O:23])[O:21][CH2:22][C:18]=3[C:17]=2[CH2:26][CH3:27])[CH2:12][CH2:13]1)=[O:7])([CH3:4])([CH3:3])[CH3:2]. (4) Given the reactants [Cl:1][C:2]1[C:20]([Cl:21])=[CH:19][C:5]2[N:6]([CH2:14][C:15](=O)[CH2:16][CH3:17])[C:7]([CH2:9][C:10]([F:13])([F:12])[F:11])=[N:8][C:4]=2[CH:3]=1.Cl.[NH2:23][OH:24].N1C=CC=CC=1.O, predict the reaction product. The product is: [Cl:1][C:2]1[C:20]([Cl:21])=[CH:19][C:5]2[N:6]([CH2:14][C:15](=[N:23][OH:24])[CH2:16][CH3:17])[C:7]([CH2:9][C:10]([F:13])([F:12])[F:11])=[N:8][C:4]=2[CH:3]=1. (5) Given the reactants [I:1][C:2]1[C:10]2[C:5](=[CH:6][CH:7]=[C:8]([NH2:11])[CH:9]=2)[N:4]([CH:12]2[CH2:17][CH2:16][CH2:15][CH2:14][O:13]2)[N:3]=1.[N:18]1([CH:23]([C:27]2[CH:31]=[CH:30][S:29][CH:28]=2)[C:24](O)=[O:25])[CH2:22][CH2:21][CH2:20][CH2:19]1.CN(C(ON1N=NC2C=CC=CC1=2)=[N+](C)C)C.[B-](F)(F)(F)F.CCN(C(C)C)C(C)C, predict the reaction product. The product is: [I:1][C:2]1[C:10]2[C:5](=[CH:6][CH:7]=[C:8]([NH:11][C:24](=[O:25])[CH:23]([N:18]3[CH2:22][CH2:21][CH2:20][CH2:19]3)[C:27]3[CH:31]=[CH:30][S:29][CH:28]=3)[CH:9]=2)[N:4]([CH:12]2[CH2:17][CH2:16][CH2:15][CH2:14][O:13]2)[N:3]=1. (6) The product is: [Br:57][C:50]1[C:51]2[C:56](=[CH:55][CH:54]=[CH:53][CH:52]=2)[C:47]([C:14]2[CH:13]=[C:12]([N:25]([C:32]3[CH:33]=[C:34]([CH3:39])[CH:35]=[C:36]([CH3:38])[CH:37]=3)[C:26]3[CH:31]=[CH:30][CH:29]=[CH:28][CH:27]=3)[CH:11]=[C:10]([N:9]([C:4]3[CH:5]=[C:6]([CH3:8])[CH:7]=[C:2]([CH3:1])[CH:3]=3)[C:40]3[CH:41]=[CH:42][CH:43]=[CH:44][CH:45]=3)[CH:15]=2)=[CH:48][CH:49]=1. Given the reactants [CH3:1][C:2]1[CH:3]=[C:4]([N:9]([C:40]2[CH:45]=[CH:44][CH:43]=[CH:42][CH:41]=2)[C:10]2[CH:15]=[C:14](B3OC(C)(C)C(C)(C)O3)[CH:13]=[C:12]([N:25]([C:32]3[CH:37]=[C:36]([CH3:38])[CH:35]=[C:34]([CH3:39])[CH:33]=3)[C:26]3[CH:31]=[CH:30][CH:29]=[CH:28][CH:27]=3)[CH:11]=2)[CH:5]=[C:6]([CH3:8])[CH:7]=1.Br[C:47]1[C:56]2[C:51](=[CH:52][CH:53]=[CH:54][CH:55]=2)[C:50]([Br:57])=[CH:49][CH:48]=1.C([O-])([O-])=O.[K+].[K+].C1COCC1, predict the reaction product. (7) Given the reactants C([O:3][C:4]([CH:6]1[CH2:11][CH2:10][N:9]([C:12]2[CH:13]=[C:14]([S:18][C:19]3[CH:24]=[CH:23][C:22](/[CH:25]=[CH:26]/[C:27](O)=[O:28])=[C:21]([Cl:30])[C:20]=3[Cl:31])[CH:15]=[CH:16][CH:17]=2)[CH2:8][CH2:7]1)=[O:5])C.[OH:32][CH:33]1[CH2:38][CH2:37][NH:36][CH2:35][CH2:34]1.CN(C)CCCN=C=NCC.C1C=CC2N(O)N=NC=2C=1.C(N(CC)CC)C.O.[OH-].[Li+], predict the reaction product. The product is: [C:4]([CH:6]1[CH2:11][CH2:10][N:9]([C:12]2[CH:13]=[C:14]([S:18][C:19]3[CH:24]=[CH:23][C:22](/[CH:25]=[CH:26]/[C:27]([N:36]4[CH2:37][CH2:38][CH:33]([OH:32])[CH2:34][CH2:35]4)=[O:28])=[C:21]([Cl:30])[C:20]=3[Cl:31])[CH:15]=[CH:16][CH:17]=2)[CH2:8][CH2:7]1)([OH:3])=[O:5].